Dataset: Forward reaction prediction with 1.9M reactions from USPTO patents (1976-2016). Task: Predict the product of the given reaction. (1) Given the reactants C(OC([N:8]1[CH2:13][CH2:12][N:11]([C:14]2([CH2:25][C:26]3[CH:31]=[CH:30][CH:29]=[C:28]([Cl:32])[CH:27]=3)[C:22]3[C:17](=[CH:18][C:19]([Cl:23])=[CH:20][CH:21]=3)[NH:16][C:15]2=[O:24])[CH2:10][CH2:9]1)=O)(C)(C)C, predict the reaction product. The product is: [Cl:23][C:19]1[CH:18]=[C:17]2[C:22]([C:14]([CH2:25][C:26]3[CH:31]=[CH:30][CH:29]=[C:28]([Cl:32])[CH:27]=3)([N:11]3[CH2:12][CH2:13][NH:8][CH2:9][CH2:10]3)[C:15](=[O:24])[NH:16]2)=[CH:21][CH:20]=1. (2) Given the reactants [CH:1]([C:3]1[CH:25]=[CH:24][C:6]([CH2:7][N:8]([S:20]([CH3:23])(=[O:22])=[O:21])[CH2:9][CH2:10][CH2:11][CH2:12][CH2:13][CH2:14][C:15]([O:17][CH2:18][CH3:19])=[O:16])=[CH:5][CH:4]=1)=[O:2].[CH2:26]([Mg]Cl)[CH2:27][C:28]1[CH:33]=[CH:32][CH:31]=[CH:30][CH:29]=1.O.Cl, predict the reaction product. The product is: [CH2:18]([O:17][C:15](=[O:16])[CH2:14][CH2:13][CH2:12][CH2:11][CH2:10][CH2:9][N:8]([CH2:7][C:6]1[CH:5]=[CH:4][C:3]([CH:1]([OH:2])[CH2:26][CH2:27][C:28]2[CH:33]=[CH:32][CH:31]=[CH:30][CH:29]=2)=[CH:25][CH:24]=1)[S:20]([CH3:23])(=[O:22])=[O:21])[CH3:19]. (3) Given the reactants [F:1][C:2]1[CH:3]=[C:4]2[C:9](=[CH:10][CH:11]=1)[N:8]=[C:7]([CH:12]([NH2:14])[CH3:13])[C:6]([C:15]1[CH:20]=[CH:19][CH:18]=[CH:17][N:16]=1)=[CH:5]2.Cl[C:22]1[N:30]=[CH:29][N:28]=[C:27]2[C:23]=1[N:24]=[CH:25][NH:26]2.C(N(C(C)C)C(C)C)C, predict the reaction product. The product is: [F:1][C:2]1[CH:3]=[C:4]2[C:9](=[CH:10][CH:11]=1)[N:8]=[C:7]([CH:12]([NH:14][C:22]1[N:30]=[CH:29][N:28]=[C:27]3[C:23]=1[N:24]=[CH:25][NH:26]3)[CH3:13])[C:6]([C:15]1[CH:20]=[CH:19][CH:18]=[CH:17][N:16]=1)=[CH:5]2. (4) The product is: [Cl:1][C:2]1[CH:7]=[C:6]([Cl:8])[CH:5]=[C:4]([C:9]([F:12])([F:11])[F:10])[C:3]=1[CH2:13][NH2:19]. Given the reactants [Cl:1][C:2]1[CH:7]=[C:6]([Cl:8])[CH:5]=[C:4]([C:9]([F:12])([F:11])[F:10])[C:3]=1[CH2:13]C(O)=O.CC[N:19](CC)CC.C1C=CC(P(N=[N+]=[N-])(C2C=CC=CC=2)=O)=CC=1.C[Si](C)(C)[O-].[K+].C(O)(=O)CC(CC(O)=O)(C(O)=O)O, predict the reaction product. (5) Given the reactants [C:1](=[O:12])(OC(Cl)(Cl)Cl)OC(Cl)(Cl)Cl.[NH2:13][C:14]1[CH:41]=[CH:40][C:17]([C:18]([N:20]2[CH2:25][CH2:24][N:23]([CH2:26][C:27]3[CH:28]=[C:29]([CH:37]=[CH:38][CH:39]=3)[C:30]([NH:32][C@@H:33]([CH2:35][CH3:36])[CH3:34])=[O:31])[CH2:22][CH2:21]2)=[O:19])=[CH:16][C:15]=1[F:42].C(N(C(C)C)C(C)C)C.[CH3:52][C:53]([CH3:57])([CH3:56])[CH2:54][NH2:55], predict the reaction product. The product is: [C@H:33]([NH:32][C:30](=[O:31])[C:29]1[CH:37]=[CH:38][CH:39]=[C:27]([CH2:26][N:23]2[CH2:24][CH2:25][N:20]([C:18](=[O:19])[C:17]3[CH:40]=[CH:41][C:14]([NH:13][C:1]([NH:55][CH2:54][C:53]([CH3:57])([CH3:56])[CH3:52])=[O:12])=[C:15]([F:42])[CH:16]=3)[CH2:21][CH2:22]2)[CH:28]=1)([CH2:35][CH3:36])[CH3:34]. (6) Given the reactants C([O-])([O-])=O.[K+].[K+].[OH:7][C:8]1[CH:15]=[CH:14][CH:13]=[C:12]([OH:16])[C:9]=1[CH:10]=[O:11].Cl[CH2:18][C:19]1[CH2:20][CH2:21][N:22]([C:31](=[O:33])[CH3:32])[CH2:23][C:24]=1[C:25]1[CH:30]=[CH:29][CH:28]=[CH:27][CH:26]=1, predict the reaction product. The product is: [C:31]([N:22]1[CH2:23][C:24]([C:25]2[CH:30]=[CH:29][CH:28]=[CH:27][CH:26]=2)=[C:19]([CH2:18][O:7][C:8]2[CH:15]=[CH:14][CH:13]=[C:12]([OH:16])[C:9]=2[CH:10]=[O:11])[CH2:20][CH2:21]1)(=[O:33])[CH3:32]. (7) The product is: [CH2:23]([N:22]1[C:21]2[C:20](=[O:27])[N:19]([CH2:28][C:29]([C:31]3[CH:36]=[CH:35][CH:34]=[C:33]([O:37][CH3:38])[CH:32]=3)=[O:30])[CH:18]=[N:17][C:16]=2[CH:15]=[C:14]1[N:11]1[CH2:12][CH2:13][NH:8][CH2:9][CH2:10]1)[C:24]#[C:25][CH3:26]. Given the reactants C(OC([N:8]1[CH2:13][CH2:12][N:11]([C:14]2[N:22]([CH2:23][C:24]#[C:25][CH3:26])[C:21]3[C:20](=[O:27])[N:19]([CH2:28][C:29]([C:31]4[CH:36]=[CH:35][CH:34]=[C:33]([O:37][CH3:38])[CH:32]=4)=[O:30])[CH:18]=[N:17][C:16]=3[CH:15]=2)[CH2:10][CH2:9]1)=O)(C)(C)C.C(O)(C(F)(F)F)=O, predict the reaction product.